From a dataset of Full USPTO retrosynthesis dataset with 1.9M reactions from patents (1976-2016). Predict the reactants needed to synthesize the given product. (1) Given the product [CH3:1][C:2](=[C:14]1[CH:13]=[CH:12][CH:11]=[CH:15]1)[CH2:3][CH2:4][CH2:5][CH2:6][CH2:7][CH2:8][CH3:9], predict the reactants needed to synthesize it. The reactants are: [CH3:1][C:2](=O)[CH2:3][CH2:4][CH2:5][CH2:6][CH2:7][CH2:8][CH3:9].[CH:11]1[CH2:15][CH:14]=[CH:13][CH:12]=1.N1CCCC1.C(O)(=O)C. (2) Given the product [C:12]([C:10]1[CH:9]=[CH:8][N:7]2[C:14]([S:16]([OH:19])(=[O:18])=[O:17])=[C:4]([CH:1]([CH3:3])[CH3:2])[N:5]=[C:6]2[CH:11]=1)#[N:13], predict the reactants needed to synthesize it. The reactants are: [CH:1]([C:4]1[N:5]=[C:6]2[CH:11]=[C:10]([C:12]#[N:13])[CH:9]=[CH:8][N:7]2[CH:14]=1)([CH3:3])[CH3:2].Cl[S:16]([O:19][Si](C)(C)C)(=[O:18])=[O:17]. (3) Given the product [Cl:34][C:11]1[C:12]([NH:14][C:15]2[CH:16]=[CH:17][C:18]([C@@H:21]3[O:26][CH2:25][CH2:24][N:23]([C:27]([O:29][C:30]([CH3:33])([CH3:32])[CH3:31])=[O:28])[CH2:22]3)=[CH:19][CH:20]=2)=[N:13][C:8]([O:4][CH:2]([CH3:3])[CH3:1])=[N:9][CH:10]=1, predict the reactants needed to synthesize it. The reactants are: [CH3:1][C:2](C)([O-:4])[CH3:3].[K+].Cl[C:8]1[N:13]=[C:12]([NH:14][C:15]2[CH:20]=[CH:19][C:18]([C@@H:21]3[O:26][CH2:25][CH2:24][N:23]([C:27]([O:29][C:30]([CH3:33])([CH3:32])[CH3:31])=[O:28])[CH2:22]3)=[CH:17][CH:16]=2)[C:11]([Cl:34])=[CH:10][N:9]=1.O. (4) Given the product [O:37]=[C:35]1[NH:34][N:33]=[C:32]([NH:31][C:26](=[O:27])[C:25]2[CH:24]=[CH:23][C:22]([CH2:21][N:3]3[CH:4]=[CH:5][C:6]4[C:11](=[CH:10][C:9]([C:12]#[C:13][CH2:14][C:15]5[CH:20]=[CH:19][CH:18]=[CH:17][CH:16]=5)=[CH:8][CH:7]=4)[C:2]3=[O:1])=[CH:30][CH:29]=2)[CH2:36]1, predict the reactants needed to synthesize it. The reactants are: [O:1]=[C:2]1[C:11]2[C:6](=[CH:7][CH:8]=[C:9]([C:12]#[C:13][CH2:14][C:15]3[CH:20]=[CH:19][CH:18]=[CH:17][CH:16]=3)[CH:10]=2)[CH:5]=[CH:4][N:3]1[CH2:21][C:22]1[CH:30]=[CH:29][C:25]([C:26](O)=[O:27])=[CH:24][CH:23]=1.[NH2:31][C:32]1[N:33]=[N:34][C:35](=[O:37])[CH:36]=1. (5) The reactants are: O[C:2]([CH2:6][CH2:7][CH:8]=[C:9]([CH2:11][CH2:12][CH:13]=[C:14]([CH3:16])[CH3:15])[CH3:10])([CH:4]=[CH2:5])[CH3:3].C(O)(=O)C.[C:21]1([P:27]([C:34]2[CH:39]=[CH:38][CH:37]=[CH:36][CH:35]=2)[C:28]2[CH:33]=[CH:32][CH:31]=[CH:30][CH:29]=2)[CH:26]=[CH:25][CH:24]=[CH:23][CH:22]=1.[Na+].[I-:41]. Given the product [I-:41].[CH2:5]([P+:27]([C:28]1[CH:29]=[CH:30][CH:31]=[CH:32][CH:33]=1)([C:34]1[CH:39]=[CH:38][CH:37]=[CH:36][CH:35]=1)[C:21]1[CH:22]=[CH:23][CH:24]=[CH:25][CH:26]=1)[CH:4]=[C:2]([CH2:6][CH2:7][CH:8]=[C:9]([CH2:11][CH2:12][CH:13]=[C:14]([CH3:16])[CH3:15])[CH3:10])[CH3:3], predict the reactants needed to synthesize it. (6) Given the product [CH3:3][CH:2]([C@H:4]([NH2:23])[C:5]([O:7][CH2:8][CH2:9][O:10][CH2:11][N:12]1[C:16]2[NH:17][C:18]([NH2:22])=[N:19][C:20](=[O:21])[C:15]=2[N:14]=[CH:13]1)=[O:6])[CH3:1].[ClH:25].[NH2:23][C@H:4]([C:5]([OH:7])=[O:6])[CH3:2], predict the reactants needed to synthesize it. The reactants are: [CH3:1][CH:2]([C@H:4]([NH2:23])[C:5]([O:7][CH2:8][CH2:9][O:10][CH2:11][N:12]1[C:16]2[NH:17][C:18]([NH2:22])=[N:19][C:20](=[O:21])[C:15]=2[N:14]=[CH:13]1)=[O:6])[CH3:3].O.[ClH:25].CC(O)C. (7) The reactants are: [CH3:1][N:2]1[CH2:6][CH2:5][CH2:4][C@H:3]1[CH2:7][OH:8].C[O:10][C:11](=O)[C:12]([OH:25])([C:19]1[CH:24]=[CH:23][CH:22]=[CH:21][CH:20]=1)[C:13]1[CH:18]=[CH:17][CH:16]=[CH:15][CH:14]=1.[Na]. Given the product [CH3:1][N:2]1[CH2:6][CH2:5][CH2:4][C@H:3]1[CH2:7][O:8][C:11](=[O:10])[C:12]([OH:25])([C:19]1[CH:20]=[CH:21][CH:22]=[CH:23][CH:24]=1)[C:13]1[CH:18]=[CH:17][CH:16]=[CH:15][CH:14]=1, predict the reactants needed to synthesize it.